This data is from Full USPTO retrosynthesis dataset with 1.9M reactions from patents (1976-2016). The task is: Predict the reactants needed to synthesize the given product. (1) Given the product [C:18]([C:3]1[C:4]([CH3:17])=[N:5][N:6]([C:7]2[CH:8]=[CH:9][C:10]([S:13]([CH3:16])(=[O:15])=[O:14])=[CH:11][CH:12]=2)[C:2]=1[NH:1][C:20](=[O:22])[CH3:21])#[N:19], predict the reactants needed to synthesize it. The reactants are: [NH2:1][C:2]1[N:6]([C:7]2[CH:12]=[CH:11][C:10]([S:13]([CH3:16])(=[O:15])=[O:14])=[CH:9][CH:8]=2)[N:5]=[C:4]([CH3:17])[C:3]=1[C:18]#[N:19].[C:20](Cl)(=[O:22])[CH3:21]. (2) The reactants are: Br[C:2]1[CH:29]=[CH:28][C:5]2[N:6]([CH2:23][CH2:24][CH:25]([CH3:27])[CH3:26])[C:7]([CH2:9][N:10]3[C:14]4[CH:15]=[CH:16][CH:17]=[CH:18][C:13]=4[N:12]([CH:19]([CH3:21])[CH3:20])[C:11]3=[O:22])=[N:8][C:4]=2[CH:3]=1.[CH2:30](C([Sn])=C(CCCC)CCCC)[CH2:31]CC. Given the product [CH:19]([N:12]1[C:13]2[CH:18]=[CH:17][CH:16]=[CH:15][C:14]=2[N:10]([CH2:9][C:7]2[N:6]([CH2:23][CH2:24][CH:25]([CH3:27])[CH3:26])[C:5]3[CH:28]=[CH:29][C:2]([CH:30]=[CH2:31])=[CH:3][C:4]=3[N:8]=2)[C:11]1=[O:22])([CH3:21])[CH3:20], predict the reactants needed to synthesize it. (3) Given the product [C:9]([O:12][C:13]1[CH:14]=[C:15]([CH:16]=[CH:34][C:33]2[CH:36]=[CH:37][C:30]([O:29][C:26](=[O:28])[CH3:27])=[CH:31][CH:32]=2)[CH:19]=[C:20]([O:22][C:23](=[O:25])[CH3:24])[CH:21]=1)(=[O:11])[CH3:10], predict the reactants needed to synthesize it. The reactants are: CC1C=CC(C)=CC=1.[C:9]([O:12][C:13]1[CH:14]=[C:15]([CH:19]=[C:20]([O:22][C:23](=[O:25])[CH3:24])[CH:21]=1)[C:16](Cl)=O)(=[O:11])[CH3:10].[C:26]([O:29][C:30]1[CH:37]=[CH:36][C:33]([CH:34]=C)=[CH:32][CH:31]=1)(=[O:28])[CH3:27]. (4) Given the product [Br:19][C:9]1[CH:10]=[C:11]([N+:12]([O-:14])=[O:13])[C:2]([OH:1])=[C:3]([CH:8]=1)[C:4]([O:6][CH3:7])=[O:5], predict the reactants needed to synthesize it. The reactants are: [OH:1][C:2]1[C:11]([N+:12]([O-:14])=[O:13])=[CH:10][CH:9]=[CH:8][C:3]=1[C:4]([O:6][CH3:7])=[O:5].C(O)(=O)C.[Br:19]Br. (5) Given the product [Br:1][C:2]1[CH:3]=[CH:4][CH:5]=[C:6]([CH2:8][F:16])[N:7]=1, predict the reactants needed to synthesize it. The reactants are: [Br:1][C:2]1[N:7]=[C:6]([CH2:8]O)[CH:5]=[CH:4][CH:3]=1.CCN(S(F)(F)[F:16])CC. (6) Given the product [CH3:24][S:25][CH2:2][CH2:3][CH2:4][CH2:5][CH2:6][N:7]1[C:19]2[C:18]3[CH:17]=[CH:16][CH:15]=[CH:14][C:13]=3[N:12]=[C:11]([NH2:20])[C:10]=2[N:9]=[C:8]1[CH2:21][CH2:22][CH3:23], predict the reactants needed to synthesize it. The reactants are: Cl[CH2:2][CH2:3][CH2:4][CH2:5][CH2:6][N:7]1[C:19]2[C:18]3[CH:17]=[CH:16][CH:15]=[CH:14][C:13]=3[N:12]=[C:11]([NH2:20])[C:10]=2[N:9]=[C:8]1[CH2:21][CH2:22][CH3:23].[CH3:24][S-:25].[Na+]. (7) Given the product [F:12][C:6]1[C:5]([O:13][CH3:14])=[CH:4][CH:3]=[C:2]([N:1]2[CH:15]=[N:24][N:23]=[N:22]2)[C:7]=1[C:8]([O:10][CH3:11])=[O:9], predict the reactants needed to synthesize it. The reactants are: [NH2:1][C:2]1[C:7]([C:8]([O:10][CH3:11])=[O:9])=[C:6]([F:12])[C:5]([O:13][CH3:14])=[CH:4][CH:3]=1.[CH3:15]OC(OC)OC.[N-:22]=[N+:23]=[N-:24].[Na+]. (8) Given the product [NH2:1][C:2]([C:4]1[C:13]([NH:14][CH:15]([CH2:16][CH3:17])[CH2:18][CH3:19])=[CH:12][C:7]([C:8]([OH:10])=[O:9])=[C:6]([C:20]([F:21])([F:22])[F:23])[CH:5]=1)=[O:3], predict the reactants needed to synthesize it. The reactants are: [NH2:1][C:2]([C:4]1[C:13]([NH:14][CH:15]([CH2:18][CH3:19])[CH2:16][CH3:17])=[CH:12][C:7]([C:8]([O:10]C)=[O:9])=[C:6]([C:20]([F:23])([F:22])[F:21])[CH:5]=1)=[O:3].[OH-].[Na+]. (9) Given the product [C:1]([O:5][C:6](=[O:13])[NH:7][C@@H:8]([CH2:11][O:12][CH:23]([CH2:21][OH:22])[CH:24]=[CH2:25])[CH:9]=[CH2:10])([CH3:4])([CH3:2])[CH3:3], predict the reactants needed to synthesize it. The reactants are: [C:1]([O:5][C:6](=[O:13])[NH:7][C@@H:8]([CH2:11][OH:12])[CH:9]=[CH2:10])([CH3:4])([CH3:3])[CH3:2].[C@@H]1(N[C:21]([C:23]2C3C(=CC=CC=3)C=[CH:25][C:24]=2P(C2C=CC=CC=2)C2C=CC=CC=2)=[O:22])CCCC[C@H]1N[C:21]([C:23]1C2C(=CC=CC=2)C=[CH:25][C:24]=1P(C1C=CC=CC=1)C1C=CC=CC=1)=[O:22].C(B(CC)CC)C.C1COCC1.C(C1CO1)=C.